Task: Predict which catalyst facilitates the given reaction.. Dataset: Catalyst prediction with 721,799 reactions and 888 catalyst types from USPTO (1) Reactant: [Cl:1][C:2]1[CH:7]=[CH:6][C:5](=[N:8]S(C2C=CC(C)=CC=2)(=O)=O)[N:4]([CH2:19][C:20]([NH2:22])=O)[N:3]=1.[C:23](O[C:23]([C:25]([F:28])([F:27])[F:26])=[O:24])([C:25]([F:28])([F:27])[F:26])=[O:24]. Product: [Cl:1][C:2]1[CH:7]=[CH:6][C:5]2[N:4]([CH:19]=[C:20]([NH:22][C:23](=[O:24])[C:25]([F:28])([F:27])[F:26])[N:8]=2)[N:3]=1. The catalyst class is: 2. (2) Reactant: C1C=C(Cl)C=C(C(OO)=[O:9])C=1.[N:12]1[CH:17]=[CH:16][CH:15]=[C:14]2[CH2:18][N:19]([C:21]([O:23][CH2:24][CH3:25])=[O:22])[CH2:20][C:13]=12.O. Product: [N+:12]1([O-:9])[CH:17]=[CH:16][CH:15]=[C:14]2[CH2:18][N:19]([C:21]([O:23][CH2:24][CH3:25])=[O:22])[CH2:20][C:13]=12. The catalyst class is: 2. (3) Reactant: [OH:1][CH2:2][C:3]1[CH:8]=[CH:7][CH:6]=[CH:5][C:4]=1[OH:9].Br[CH2:11][CH:12]1[CH2:14][CH2:13]1.C(=O)([O-])[O-].[K+].[K+]. Product: [CH:12]1([CH2:11][O:9][C:4]2[CH:5]=[CH:6][CH:7]=[CH:8][C:3]=2[CH2:2][OH:1])[CH2:14][CH2:13]1. The catalyst class is: 9. (4) Reactant: Br[CH2:2][CH2:3][CH2:4][N:5]([CH3:12])[C:6]1[CH:11]=[CH:10][CH:9]=[CH:8][CH:7]=1.[C:13]1([OH:19])[CH:18]=[CH:17][CH:16]=[CH:15][CH:14]=1.C([O-])([O-])=O.[K+].[K+]. Product: [CH3:12][N:5]([CH2:4][CH2:3][CH2:2][O:19][C:13]1[CH:18]=[CH:17][CH:16]=[CH:15][CH:14]=1)[C:6]1[CH:11]=[CH:10][CH:9]=[CH:8][CH:7]=1. The catalyst class is: 3. (5) The catalyst class is: 3. Reactant: [Cl:1][C:2]1[CH:3]=[C:4]([CH:7]=[CH:8][C:9]=1[OH:10])[CH:5]=[O:6].C(=O)([O-])[O-].[K+].[K+].Br[CH2:18][C:19]1[CH:24]=[CH:23][C:22]([C:25]([F:28])([F:27])[F:26])=[CH:21][C:20]=1[C:29]([F:32])([F:31])[F:30].O. Product: [F:30][C:29]([F:31])([F:32])[C:20]1[CH:21]=[C:22]([C:25]([F:28])([F:26])[F:27])[CH:23]=[CH:24][C:19]=1[CH2:18][O:10][C:9]1[CH:8]=[CH:7][C:4]([CH:5]=[O:6])=[CH:3][C:2]=1[Cl:1]. (6) Reactant: [O:1]=[C:2]([NH:36][C:37]1[CH:38]=[CH:39][CH:40]=[C:41]2[C:46]=1[N:45]=[CH:44][CH:43]=[CH:42]2)[CH:3]([C:17]1[CH:22]=[CH:21][C:20]([NH:23][C:24](=[O:35])[CH2:25][CH2:26][CH2:27][CH2:28][CH2:29][CH2:30][C:31]([O:33]C)=[O:32])=[CH:19][CH:18]=1)[C:4](=[O:16])NC1C=CC=C2C=1N=CC=C2.O[Li].[OH2:49].[NH4+:50].[Cl-]. Product: [OH:49][C:3]([C:17]1[CH:18]=[CH:19][C:20]([NH:23][C:24](=[O:35])[CH2:25][CH2:26][CH2:27][CH2:28][CH2:29][CH2:30][C:31]([OH:33])=[O:32])=[CH:21][CH:22]=1)([C:2](=[O:1])[NH:36][C:37]1[CH:38]=[CH:39][CH:40]=[C:41]2[C:46]=1[N:45]=[CH:44][CH:43]=[CH:42]2)[C:4](=[O:16])[NH:50][C:37]1[CH:38]=[CH:39][CH:40]=[C:41]2[C:46]=1[N:45]=[CH:44][CH:43]=[CH:42]2. The catalyst class is: 200. (7) Reactant: [OH:1][NH:2][C:3](=[NH:5])[CH3:4].[H-].[Na+].[C:8]([C:10]1[CH:11]=[N:12][N:13]2[C:18](=[O:19])[C:17]([CH2:20][CH3:21])=[C:16]([C:22](OCC)=O)[NH:15][C:14]=12)#[N:9]. Product: [CH2:20]([C:17]1[C:18](=[O:19])[N:13]2[N:12]=[CH:11][C:10]([C:8]#[N:9])=[C:14]2[NH:15][C:16]=1[C:22]1[O:1][N:2]=[C:3]([CH3:4])[N:5]=1)[CH3:21]. The catalyst class is: 1.